Regression. Given two drug SMILES strings and cell line genomic features, predict the synergy score measuring deviation from expected non-interaction effect. From a dataset of NCI-60 drug combinations with 297,098 pairs across 59 cell lines. (1) Drug 1: CNC(=O)C1=CC=CC=C1SC2=CC3=C(C=C2)C(=NN3)C=CC4=CC=CC=N4. Drug 2: C1CCC(CC1)NC(=O)N(CCCl)N=O. Cell line: NCI-H322M. Synergy scores: CSS=6.75, Synergy_ZIP=-0.509, Synergy_Bliss=3.38, Synergy_Loewe=1.05, Synergy_HSA=1.72. (2) Drug 1: C1=NC2=C(N=C(N=C2N1C3C(C(C(O3)CO)O)F)Cl)N. Drug 2: CC1=C(C(=O)C2=C(C1=O)N3CC4C(C3(C2COC(=O)N)OC)N4)N. Cell line: HS 578T. Synergy scores: CSS=15.5, Synergy_ZIP=-4.16, Synergy_Bliss=5.25, Synergy_Loewe=1.65, Synergy_HSA=4.72.